This data is from Forward reaction prediction with 1.9M reactions from USPTO patents (1976-2016). The task is: Predict the product of the given reaction. (1) Given the reactants [Cl:1][C:2]1[CH:3]=[CH:4][C:5]2[C:6]3[CH2:14][N:13]([CH3:15])[CH2:12][CH2:11][C:7]=3[NH:8][C:9]=2[CH:10]=1.N1CCC[C@H]1C(O)=O.P([O-])([O-])([O-])=O.[K+].[K+].[K+].Br[CH:33]=[C:34]([C:36]1[CH:37]=[CH:38][C:39]([CH3:42])=[N:40][CH:41]=1)[CH3:35], predict the reaction product. The product is: [Cl:1][C:2]1[CH:3]=[CH:4][C:5]2[C:6]3[CH2:14][N:13]([CH3:15])[CH2:12][CH2:11][C:7]=3[N:8](/[CH:33]=[C:34](/[C:36]3[CH:41]=[N:40][C:39]([CH3:42])=[CH:38][CH:37]=3)\[CH3:35])[C:9]=2[CH:10]=1. (2) Given the reactants [CH3:1][N:2]1[C:10]2[C:5](=[CH:6][C:7](B3OC(C)(C)C(C)(C)O3)=[CH:8][CH:9]=2)[CH2:4][C:3]1=[O:20].Br[C:22]1[CH:23]=[N:24][CH:25]=[CH:26][C:27]=1[CH:28]=[CH2:29].COCCOC.C(=O)([O-])[O-].[Na+].[Na+], predict the reaction product. The product is: [CH3:1][N:2]1[C:10]2[C:5](=[CH:6][C:7]([C:22]3[CH:23]=[N:24][CH:25]=[CH:26][C:27]=3[CH:28]=[CH2:29])=[CH:8][CH:9]=2)[CH2:4][C:3]1=[O:20]. (3) The product is: [Br:1][C:2]1[C:7]([F:8])=[CH:6][CH:5]=[C:4]2[C:3]=1[NH:9][C:10](=[O:19])[CH:11]=[CH:12]2. Given the reactants [Br:1][C:2]1[C:7]([F:8])=[CH:6][CH:5]=[CH:4][C:3]=1[NH:9][C:10](=[O:19])[CH:11]=[CH:12]C1C=CC=CC=1.[Cl-].[Al+3].[Cl-].[Cl-].C(N)(=O)C=C, predict the reaction product.